Dataset: NCI-60 drug combinations with 297,098 pairs across 59 cell lines. Task: Regression. Given two drug SMILES strings and cell line genomic features, predict the synergy score measuring deviation from expected non-interaction effect. (1) Cell line: NCI-H522. Drug 2: C1=CN(C=N1)CC(O)(P(=O)(O)O)P(=O)(O)O. Drug 1: CCCCC(=O)OCC(=O)C1(CC(C2=C(C1)C(=C3C(=C2O)C(=O)C4=C(C3=O)C=CC=C4OC)O)OC5CC(C(C(O5)C)O)NC(=O)C(F)(F)F)O. Synergy scores: CSS=-0.675, Synergy_ZIP=-1.25, Synergy_Bliss=-1.31, Synergy_Loewe=-3.05, Synergy_HSA=-1.97. (2) Drug 1: C1=CC=C(C=C1)NC(=O)CCCCCCC(=O)NO. Drug 2: CC12CCC3C(C1CCC2OP(=O)(O)O)CCC4=C3C=CC(=C4)OC(=O)N(CCCl)CCCl.[Na+]. Cell line: PC-3. Synergy scores: CSS=6.45, Synergy_ZIP=-2.75, Synergy_Bliss=-0.922, Synergy_Loewe=-9.34, Synergy_HSA=-4.04. (3) Drug 1: CC1=C(C(=O)C2=C(C1=O)N3CC4C(C3(C2COC(=O)N)OC)N4)N. Drug 2: CC1(CCCN1)C2=NC3=C(C=CC=C3N2)C(=O)N. Cell line: SW-620. Synergy scores: CSS=66.6, Synergy_ZIP=11.9, Synergy_Bliss=12.1, Synergy_Loewe=-16.6, Synergy_HSA=11.9.